Predict the reaction yield, written as a fraction of the theoretical maximum amount of product (1.0 means a 100% yield; for example, 0.34 means a 34% yield). From a dataset of Reaction yield outcomes from USPTO patents with 853,638 reactions. (1) The reactants are [CH2:1]([C:5]1[C:9]([CH2:10][O:11][C:12]2[N:13]=[N:14][C:15](Cl)=[CH:16][CH:17]=2)=[C:8]([CH3:19])[O:7][N:6]=1)[CH2:2][CH2:3][CH3:4].[C:20](=[O:23])([O-])[O-:21].[Na+].[Na+].[CH2:26](O)[CH3:27]. The catalyst is C1(P(C2C=CC=CC=2)[C-]2C=CC=C2)C=CC=CC=1.[C-]1(P(C2C=CC=CC=2)C2C=CC=CC=2)C=CC=C1.[Fe+2].C([O-])(=O)C.[Pd+2].C([O-])(=O)C. The product is [CH2:26]([O:21][C:20]([C:15]1[N:14]=[N:13][C:12]([O:11][CH2:10][C:9]2[C:5]([CH2:1][CH2:2][CH2:3][CH3:4])=[N:6][O:7][C:8]=2[CH3:19])=[CH:17][CH:16]=1)=[O:23])[CH3:27]. The yield is 0.880. (2) The reactants are [Cl:1][C:2]1[CH:7]=[CH:6][C:5]([NH:8][C:9]([C:11]2[CH:16]=[CH:15][C:14](Br)=[CH:13][N:12]=2)=[O:10])=[CH:4][CH:3]=1.C([Li])(C)(C)C.[CH:23]([Si:26]([CH:41]([CH3:43])[CH3:42])([CH:38]([CH3:40])[CH3:39])[N:27]1[C:31]2=[N:32][CH:33]=[CH:34][CH:35]=[C:30]2[C:29]([CH:36]=[O:37])=[CH:28]1)([CH3:25])[CH3:24].O. The catalyst is O1CCCC1. The product is [Cl:1][C:2]1[CH:7]=[CH:6][C:5]([NH:8][C:9]([C:11]2[CH:16]=[CH:15][C:14]([CH:36]([OH:37])[C:29]3[C:30]4[C:31](=[N:32][CH:33]=[CH:34][CH:35]=4)[N:27]([Si:26]([CH:38]([CH3:40])[CH3:39])([CH:41]([CH3:43])[CH3:42])[CH:23]([CH3:24])[CH3:25])[CH:28]=3)=[CH:13][N:12]=2)=[O:10])=[CH:4][CH:3]=1. The yield is 0.140. (3) The reactants are Cl[C:2]1[C:11]2[C:6](=[CH:7][C:8]([O:14][CH3:15])=[C:9]([O:12][CH3:13])[CH:10]=2)[N:5]=[CH:4][C:3]=1[C:16]([NH2:18])=[O:17].[NH2:19][C:20]1[C:21]([CH3:29])=[C:22](C=[CH:27][CH:28]=1)C(O)=O.[C:30]([OH:33])(=[O:32])[CH3:31]. The catalyst is CS(C)=O. The product is [C:30]([C:31]1[CH:27]=[CH:28][C:20]([NH:19][C:2]2[C:11]3[C:6](=[CH:7][C:8]([O:14][CH3:15])=[C:9]([O:12][CH3:13])[CH:10]=3)[N:5]=[CH:4][C:3]=2[C:16]([NH2:18])=[O:17])=[C:21]([CH3:29])[CH:22]=1)([OH:33])=[O:32]. The yield is 0.500. (4) The reactants are [C:1]1(B(O)O)[CH:6]=[CH:5][CH:4]=[CH:3][CH:2]=1.[NH2:10][C:11]1[CH:15]=[CH:14][S:13][C:12]=1[C:16]([O:18][CH3:19])=[O:17].O.O=[CH:22][C:23]([OH:25])=[O:24]. The catalyst is C(#N)C. The product is [CH3:19][O:18][C:16]([C:12]1[S:13][CH:14]=[CH:15][C:11]=1[NH:10][CH:22]([C:1]1[CH:6]=[CH:5][CH:4]=[CH:3][CH:2]=1)[C:23]([OH:25])=[O:24])=[O:17]. The yield is 0.820. (5) The reactants are Br[C:2]1[CH:7]=[C:6]([C:8]([F:11])([F:10])[F:9])[C:5]([NH2:12])=[C:4]([N+:13]([O-:15])=[O:14])[CH:3]=1.[Cl:16][C:17]1[CH:22]=[CH:21][CH:20]=[CH:19][C:18]=1B(O)O.C(Cl)Cl. The catalyst is C1C=CC(P(C2C=CC=CC=2)[C-]2C=CC=C2)=CC=1.C1C=CC(P(C2C=CC=CC=2)[C-]2C=CC=C2)=CC=1.Cl[Pd]Cl.[Fe+2]. The product is [Cl:16][C:17]1[CH:22]=[CH:21][CH:20]=[CH:19][C:18]=1[C:2]1[CH:3]=[C:4]([N+:13]([O-:15])=[O:14])[C:5]([NH2:12])=[C:6]([C:8]([F:11])([F:10])[F:9])[CH:7]=1. The yield is 0.940.